This data is from Forward reaction prediction with 1.9M reactions from USPTO patents (1976-2016). The task is: Predict the product of the given reaction. Given the reactants C[O:2][C:3]([C:5]1[CH:6]=[C:7]2[C:12](=[CH:13][CH:14]=1)[NH:11][CH:10]([C:15]1[CH:20]=[CH:19][CH:18]=[C:17]([N:21]3[CH2:25][CH2:24][CH2:23][CH2:22]3)[CH:16]=1)[CH2:9][C:8]2([CH3:27])[CH3:26])=[O:4].[OH-].[Na+].Cl, predict the reaction product. The product is: [CH3:26][C:8]1([CH3:27])[C:7]2[C:12](=[CH:13][CH:14]=[C:5]([C:3]([OH:4])=[O:2])[CH:6]=2)[NH:11][CH:10]([C:15]2[CH:20]=[CH:19][CH:18]=[C:17]([N:21]3[CH2:25][CH2:24][CH2:23][CH2:22]3)[CH:16]=2)[CH2:9]1.